This data is from Full USPTO retrosynthesis dataset with 1.9M reactions from patents (1976-2016). The task is: Predict the reactants needed to synthesize the given product. (1) Given the product [C:27]([C:20]1[CH:21]=[C:22]([CH2:25][CH3:26])[CH:23]=[CH:24][C:19]=1[O:18][CH:16]([CH3:17])[CH2:15][CH2:14][O:13][C:10]1[CH:11]=[CH:12][C:7]([CH2:6][CH:5]([O:35][CH3:36])[C:4]([OH:37])=[O:3])=[CH:8][CH:9]=1)(=[O:34])[C:28]1[CH:29]=[CH:30][CH:31]=[CH:32][CH:33]=1, predict the reactants needed to synthesize it. The reactants are: C([O:3][C:4](=[O:37])[CH:5]([O:35][CH3:36])[CH2:6][C:7]1[CH:12]=[CH:11][C:10]([O:13][CH2:14][CH2:15][CH:16]([O:18][C:19]2[CH:24]=[CH:23][C:22]([CH2:25][CH3:26])=[CH:21][C:20]=2[C:27](=[O:34])[C:28]2[CH:33]=[CH:32][CH:31]=[CH:30][CH:29]=2)[CH3:17])=[CH:9][CH:8]=1)C. (2) The reactants are: [CH3:1][C:2]([C:5]1[CH:10]=[CH:9][C:8]([C:11]2[N:12]=[C:13]([NH2:22])[S:14][C:15]=2[C:16]2[CH:21]=[CH:20][N:19]=[CH:18][CH:17]=2)=[CH:7][CH:6]=1)([CH3:4])[CH3:3].[C:23](Cl)(=[O:25])[CH3:24].C(=O)([O-])O.[Na+]. Given the product [CH3:4][C:2]([C:5]1[CH:10]=[CH:9][C:8]([C:11]2[N:12]=[C:13]([NH:22][C:23](=[O:25])[CH3:24])[S:14][C:15]=2[C:16]2[CH:17]=[CH:18][N:19]=[CH:20][CH:21]=2)=[CH:7][CH:6]=1)([CH3:1])[CH3:3], predict the reactants needed to synthesize it. (3) Given the product [CH2:15]([O:17][CH:18]([O:23][CH2:24][CH3:25])[C:19]1[N:2]([CH3:1])[N:14]=[C:11]([C:7]2[CH:8]=[CH:9][CH:10]=[C:5]([F:4])[CH:6]=2)[N:22]=1)[CH3:16], predict the reactants needed to synthesize it. The reactants are: [CH3:1][NH:2]N.[F:4][C:5]1[CH:6]=[C:7]([C:11](=[NH:14])OC)[CH:8]=[CH:9][CH:10]=1.[CH2:15]([O:17][CH:18]([O:23][CH2:24][CH3:25])[C:19](=[NH:22])OC)[CH3:16].C(O)(=O)C. (4) Given the product [CH3:24][Si:23]([CH3:26])([CH3:25])[CH2:22][CH2:21][O:20][CH2:19][N:10]1[C:11]2[C:18]3[CH:17]=[CH:16][S:15][C:14]=3[CH2:13][C:12]=2[C:8]([C:5]2[CH:6]=[CH:7][C:2]([NH:30][C:27](=[O:29])[CH3:28])=[CH:3][CH:4]=2)=[N:9]1, predict the reactants needed to synthesize it. The reactants are: Br[C:2]1[CH:7]=[CH:6][C:5]([C:8]2[C:12]3[CH2:13][C:14]4[S:15][CH:16]=[CH:17][C:18]=4[C:11]=3[N:10]([CH2:19][O:20][CH2:21][CH2:22][Si:23]([CH3:26])([CH3:25])[CH3:24])[N:9]=2)=[CH:4][CH:3]=1.[C:27]([NH2:30])(=[O:29])[CH3:28].C([O-])([O-])=O.[Cs+].[Cs+].CC1(C)C2C(=C(P(C3C=CC=CC=3)C3C=CC=CC=3)C=CC=2)OC2C(P(C3C=CC=CC=3)C3C=CC=CC=3)=CC=CC1=2. (5) Given the product [NH2:39][C:34]1[CH:35]=[N:36][CH:37]=[CH:38][C:33]=1[C:2]1[N:7]=[C:6]([S:8][CH3:9])[N:5]=[C:4]([N:10]([C:18]([O:20][C:21]([CH3:24])([CH3:23])[CH3:22])=[O:19])[C:11]([O:13][C:14]([CH3:17])([CH3:16])[CH3:15])=[O:12])[CH:3]=1, predict the reactants needed to synthesize it. The reactants are: Cl[C:2]1[N:7]=[C:6]([S:8][CH3:9])[N:5]=[C:4]([N:10]([C:18]([O:20][C:21]([CH3:24])([CH3:23])[CH3:22])=[O:19])[C:11]([O:13][C:14]([CH3:17])([CH3:16])[CH3:15])=[O:12])[CH:3]=1.CC1(C)C(C)(C)OB([C:33]2[CH:38]=[CH:37][N:36]=[CH:35][C:34]=2[NH2:39])O1. (6) Given the product [Cl:15][C:16]1[C:17]([CH2:22][NH:23][C:11]([CH:6]2[CH2:7][CH2:8][CH2:9][C:10]3[N:2]([CH3:1])[N:3]=[CH:4][C:5]2=3)=[O:13])=[N:18][CH:19]=[CH:20][N:21]=1, predict the reactants needed to synthesize it. The reactants are: [CH3:1][N:2]1[C:10]2[CH2:9][CH2:8][CH2:7][CH:6]([C:11]([OH:13])=O)[C:5]=2[CH:4]=[N:3]1.Cl.[Cl:15][C:16]1[C:17]([CH2:22][NH2:23])=[N:18][CH:19]=[CH:20][N:21]=1.CN(C(ON1N=NC2C=CC=NC1=2)=[N+](C)C)C.F[P-](F)(F)(F)(F)F.O. (7) Given the product [F:20][C:17]1([F:21])[CH2:18][CH2:19][CH:14]([CH2:13][C:5]([CH2:4][CH2:3][C:2]([F:10])([F:11])[F:1])([C:8]#[N:9])[C:6]#[N:7])[CH2:15][CH2:16]1, predict the reactants needed to synthesize it. The reactants are: [F:1][C:2]([F:11])([F:10])[CH2:3][CH2:4][CH:5]([C:8]#[N:9])[C:6]#[N:7].Br[CH2:13][CH:14]1[CH2:19][CH2:18][C:17]([F:21])([F:20])[CH2:16][CH2:15]1.C(=O)([O-])[O-].[K+].[K+].O. (8) The reactants are: [CH3:1][NH:2][C:3]1[CH:4]=[C:5]([CH:14]=[CH:15][C:16]=1[N+:17]([O-])=O)[O:6][C:7]1[CH:13]=[CH:12][C:10]([NH2:11])=[CH:9][CH:8]=1.[CH3:20][O:21][C:22]([NH:24][C:25](=NC(OC)=O)SC)=[O:23].CC(O)=O. Given the product [CH3:1][N:2]1[C:3]2[CH:4]=[C:5]([O:6][C:7]3[CH:13]=[CH:12][C:10]([NH2:11])=[CH:9][CH:8]=3)[CH:14]=[CH:15][C:16]=2[N:17]=[C:25]1[NH:24][C:22](=[O:23])[O:21][CH3:20], predict the reactants needed to synthesize it.